This data is from Full USPTO retrosynthesis dataset with 1.9M reactions from patents (1976-2016). The task is: Predict the reactants needed to synthesize the given product. (1) Given the product [O:28]1[CH2:33][CH2:32][CH2:31][CH2:30][CH:29]1[O:1][C:2]1[CH:10]=[CH:9][C:5]([C:6]([OH:8])=[O:7])=[CH:4][CH:3]=1, predict the reactants needed to synthesize it. The reactants are: [OH:1][C:2]1[CH:10]=[CH:9][C:5]([C:6]([OH:8])=[O:7])=[CH:4][CH:3]=1.C1(C)C=CC(S(O)(=O)=O)=CC=1.[NH+]1C=CC=CC=1.[O:28]1[CH:33]=[CH:32][CH2:31][CH2:30][CH2:29]1. (2) Given the product [Cl:1][C:2]1[CH:24]=[CH:23][CH:22]=[C:21]([CH3:25])[C:3]=1[CH2:4][N:5]1[C:13]2[C:8](=[CH:9][CH:10]=[C:11]([C:14]([F:19])([F:18])[C:15]([O-:17])=[O:16])[CH:12]=2)[C:7]([CH3:20])=[N:6]1.[K+:27], predict the reactants needed to synthesize it. The reactants are: [Cl:1][C:2]1[CH:24]=[CH:23][CH:22]=[C:21]([CH3:25])[C:3]=1[CH2:4][N:5]1[C:13]2[C:8](=[CH:9][CH:10]=[C:11]([C:14]([F:19])([F:18])[C:15]([OH:17])=[O:16])[CH:12]=2)[C:7]([CH3:20])=[N:6]1.[OH-].[K+:27]. (3) Given the product [N:16]1([CH2:15][CH2:14][CH2:13][CH2:12][C:11]2[N:10]([CH2:26][CH2:27][CH3:28])[C:3]3[CH:4]=[C:5]([C:8]#[N:9])[CH:6]=[CH:7][C:2]=3[N:1]=2)[CH2:21][CH2:20][CH2:19][CH2:18][CH2:17]1, predict the reactants needed to synthesize it. The reactants are: [NH2:1][C:2]1[CH:7]=[CH:6][C:5]([C:8]#[N:9])=[CH:4][C:3]=1[NH:10][C:11](=O)[CH2:12][CH2:13][CH2:14][CH2:15][N:16]1[CH2:21][CH2:20][CH2:19][CH2:18][CH2:17]1.[H-].[Na+].I[CH2:26][CH2:27][CH3:28]. (4) Given the product [CH3:13][N:5]([CH3:6])[CH2:4][C@H:3]([C:14]1[CH:23]=[CH:22][C:21]2[C:16](=[CH:17][CH:18]=[CH:19][CH:20]=2)[CH:15]=1)[C@@H:2]([C:24]1[CH:25]=[CH:26][CH:27]=[CH:28][CH:29]=1)[OH:1], predict the reactants needed to synthesize it. The reactants are: [OH:1][C@H:2]([C:24]1[CH:29]=[CH:28][CH:27]=[CH:26][CH:25]=1)[C@@H:3]([C:14]1[CH:23]=[CH:22][C:21]2[C:16](=[CH:17][CH:18]=[CH:19][CH:20]=2)[CH:15]=1)[CH2:4][N:5]([CH3:13])[C:6](=O)OC(C)(C)C.[H-].[H-].[H-].[H-].[Li+].[Al+3].Cl. (5) Given the product [CH:3]1([CH:1]=[CH:2][CH2:12][OH:13])[CH2:8][CH2:7][CH2:6][CH2:5][CH2:4]1, predict the reactants needed to synthesize it. The reactants are: [CH:1]([CH:3]1[CH2:8][CH2:7][CH2:6][CH2:5][CH2:4]1)=[CH2:2].C(O)/C=C\[CH2:12][OH:13]. (6) Given the product [OH2:1].[OH:1][C@@:2]1([C:33]([F:35])([F:36])[F:34])[C:14]2[CH:13]=[C:12]([O:15][CH2:16][CH2:17][C:18]([OH:21])([CH3:19])[CH3:20])[CH:11]=[C:10]([C:22]3[CH:23]=[N:24][N:25]([C:27]([CH3:31])([CH3:32])[C:28]([NH2:30])=[O:29])[CH:26]=3)[C:9]=2[C:8]2[C:3]1=[CH:4][CH:5]=[CH:6][CH:7]=2, predict the reactants needed to synthesize it. The reactants are: [OH:1][C@@:2]1([C:33]([F:36])([F:35])[F:34])[C:14]2[CH:13]=[C:12]([O:15][CH2:16][CH2:17][C:18]([OH:21])([CH3:20])[CH3:19])[CH:11]=[C:10]([C:22]3[CH:23]=[N:24][N:25]([C:27]([CH3:32])([CH3:31])[C:28]([NH2:30])=[O:29])[CH:26]=3)[C:9]=2[C:8]2[C:3]1=[CH:4][CH:5]=[CH:6][CH:7]=2.O.CCCCCC. (7) Given the product [CH3:18][C:17]1[O:16][N:15]=[C:14]([C:19]2[CH:24]=[CH:23][CH:22]=[CH:21][CH:20]=2)[C:13]=1[C:10]1[O:9][C:8]([C:5]2[CH:6]=[CH:7][C:2]([N:29]3[CH2:30][CH2:31][CH:26]([OH:25])[CH2:27][CH2:28]3)=[N:3][CH:4]=2)=[N:12][N:11]=1, predict the reactants needed to synthesize it. The reactants are: Cl[C:2]1[CH:7]=[CH:6][C:5]([C:8]2[O:9][C:10]([C:13]3[C:14]([C:19]4[CH:24]=[CH:23][CH:22]=[CH:21][CH:20]=4)=[N:15][O:16][C:17]=3[CH3:18])=[N:11][N:12]=2)=[CH:4][N:3]=1.[OH:25][CH:26]1[CH2:31][CH2:30][NH:29][CH2:28][CH2:27]1.